Task: Predict the reactants needed to synthesize the given product.. Dataset: Full USPTO retrosynthesis dataset with 1.9M reactions from patents (1976-2016) (1) Given the product [F:1][C:2]1[CH:7]=[N:6][C:5]([C:8]2[CH:12]=[CH:11][N:10]([CH3:39])[N:9]=2)=[C:4]2[NH:13][CH:14]=[C:15]([C:16](=[O:36])[C:17]([N:19]3[CH2:24][CH2:23][N:22]([C:25]4[N:29]([C:30]5[CH:31]=[CH:32][CH:33]=[CH:34][CH:35]=5)[N:28]=[N:27][N:26]=4)[CH2:21][CH2:20]3)=[O:18])[C:3]=12, predict the reactants needed to synthesize it. The reactants are: [F:1][C:2]1[CH:7]=[N:6][C:5]([C:8]2[CH:12]=[CH:11][NH:10][N:9]=2)=[C:4]2[NH:13][CH:14]=[C:15]([C:16](=[O:36])[C:17]([N:19]3[CH2:24][CH2:23][N:22]([C:25]4[N:29]([C:30]5[CH:35]=[CH:34][CH:33]=[CH:32][CH:31]=5)[N:28]=[N:27][N:26]=4)[CH2:21][CH2:20]3)=[O:18])[C:3]=12.[H-].[Na+].[CH3:39]I. (2) Given the product [Br:20][C:21]1[CH:26]=[CH:25][C:24]([S:27]([N:13]([CH2:12][C:9]2[CH:10]=[CH:11][C:2]([F:1])=[C:3]([CH:8]=2)[C:4]([O:6][CH3:7])=[O:5])[CH2:14][CH2:15][CH2:16][CH2:17][CH2:18][CH3:19])(=[O:29])=[O:28])=[CH:23][CH:22]=1, predict the reactants needed to synthesize it. The reactants are: [F:1][C:2]1[CH:11]=[CH:10][C:9]([CH2:12][NH:13][CH2:14][CH2:15][CH2:16][CH2:17][CH2:18][CH3:19])=[CH:8][C:3]=1[C:4]([O:6][CH3:7])=[O:5].[Br:20][C:21]1[CH:26]=[CH:25][C:24]([S:27](Cl)(=[O:29])=[O:28])=[CH:23][CH:22]=1.C([O-])(O)=O.[Na+]. (3) The reactants are: [OH-].[Na+].C([O:5][C:6]([C:8]1[C:16]2[C:11](=[CH:12][CH:13]=[C:14]([Br:17])[CH:15]=2)[N:10]([CH3:18])[CH:9]=1)=[O:7])C.O.Cl. Given the product [Br:17][C:14]1[CH:15]=[C:16]2[C:11](=[CH:12][CH:13]=1)[N:10]([CH3:18])[CH:9]=[C:8]2[C:6]([OH:7])=[O:5], predict the reactants needed to synthesize it. (4) Given the product [Cl:18][C:9]1[CH:10]=[C:11]([C:14]([F:17])([F:16])[F:15])[CH:12]=[CH:13][C:8]=1[N:7]1[C:3]([CH2:2][NH2:27])=[C:4]([C:19]2[CH:24]=[CH:23][C:22]([O:25][CH3:26])=[CH:21][CH:20]=2)[N:5]=[N:6]1, predict the reactants needed to synthesize it. The reactants are: Br[CH2:2][C:3]1[N:7]([C:8]2[CH:13]=[CH:12][C:11]([C:14]([F:17])([F:16])[F:15])=[CH:10][C:9]=2[Cl:18])[N:6]=[N:5][C:4]=1[C:19]1[CH:24]=[CH:23][C:22]([O:25][CH3:26])=[CH:21][CH:20]=1.[NH3:27]. (5) Given the product [S:2]([OH:5])(=[O:4])(=[O:3])[CH3:1].[Cl:6][C:7]1[CH:17]=[CH:16][C:10]2[CH2:11][CH2:12][NH:13][CH2:14][CH2:15][C:9]=2[C:8]=1[NH:18][CH2:19][C:20]([F:21])([F:23])[F:22], predict the reactants needed to synthesize it. The reactants are: [CH3:1][S:2]([OH:5])(=[O:4])=[O:3].[Cl:6][C:7]1[CH:17]=[CH:16][C:10]2[CH2:11][CH2:12][NH:13][CH2:14][CH2:15][C:9]=2[C:8]=1[NH:18][CH2:19][C:20]([F:23])([F:22])[F:21]. (6) The reactants are: [C:1]([O:5][C:6]([N:8]1[CH2:12][CH2:11][C@@H:10]([C@H:13]2[CH2:15][O:14]2)[CH2:9]1)=[O:7])([CH3:4])([CH3:3])[CH3:2].[CH3:16][S-:17].[Na+]. Given the product [C:1]([O:5][C:6]([N:8]1[CH2:12][CH2:11][C@@H:10]([C@H:13]([OH:14])[CH2:15][S:17][CH3:16])[CH2:9]1)=[O:7])([CH3:4])([CH3:3])[CH3:2], predict the reactants needed to synthesize it.